This data is from Merck oncology drug combination screen with 23,052 pairs across 39 cell lines. The task is: Regression. Given two drug SMILES strings and cell line genomic features, predict the synergy score measuring deviation from expected non-interaction effect. (1) Drug 1: CN1C(=O)C=CC2(C)C3CCC4(C)C(NC(=O)OCC(F)(F)F)CCC4C3CCC12. Drug 2: CC(=O)OC1C(=O)C2(C)C(O)CC3OCC3(OC(C)=O)C2C(OC(=O)c2ccccc2)C2(O)CC(OC(=O)C(O)C(NC(=O)c3ccccc3)c3ccccc3)C(C)=C1C2(C)C. Cell line: A427. Synergy scores: synergy=-1.14. (2) Drug 1: C=CCn1c(=O)c2cnc(Nc3ccc(N4CCN(C)CC4)cc3)nc2n1-c1cccc(C(C)(C)O)n1. Drug 2: C#Cc1cccc(Nc2ncnc3cc(OCCOC)c(OCCOC)cc23)c1. Cell line: OVCAR3. Synergy scores: synergy=16.1. (3) Drug 1: CCN(CC)CCNC(=O)c1c(C)[nH]c(C=C2C(=O)Nc3ccc(F)cc32)c1C. Drug 2: COC1CC2CCC(C)C(O)(O2)C(=O)C(=O)N2CCCCC2C(=O)OC(C(C)CC2CCC(OP(C)(C)=O)C(OC)C2)CC(=O)C(C)C=C(C)C(O)C(OC)C(=O)C(C)CC(C)C=CC=CC=C1C. Cell line: SW837. Synergy scores: synergy=7.03. (4) Drug 1: COC1=C2CC(C)CC(OC)C(O)C(C)C=C(C)C(OC(N)=O)C(OC)C=CC=C(C)C(=O)NC(=CC1=O)C2=O. Drug 2: CCc1c2c(nc3ccc(O)cc13)-c1cc3c(c(=O)n1C2)COC(=O)C3(O)CC. Cell line: NCIH2122. Synergy scores: synergy=0.995. (5) Drug 1: NC1(c2ccc(-c3nc4ccn5c(=O)[nH]nc5c4cc3-c3ccccc3)cc2)CCC1. Drug 2: O=C(NOCC(O)CO)c1ccc(F)c(F)c1Nc1ccc(I)cc1F. Cell line: OVCAR3. Synergy scores: synergy=34.1. (6) Drug 1: COC12C(COC(N)=O)C3=C(C(=O)C(C)=C(N)C3=O)N1CC1NC12. Drug 2: C=CCn1c(=O)c2cnc(Nc3ccc(N4CCN(C)CC4)cc3)nc2n1-c1cccc(C(C)(C)O)n1. Cell line: LOVO. Synergy scores: synergy=8.61. (7) Drug 1: O=P1(N(CCCl)CCCl)NCCCO1. Drug 2: C#Cc1cccc(Nc2ncnc3cc(OCCOC)c(OCCOC)cc23)c1. Cell line: UACC62. Synergy scores: synergy=-5.74.